Dataset: Catalyst prediction with 721,799 reactions and 888 catalyst types from USPTO. Task: Predict which catalyst facilitates the given reaction. (1) Reactant: [Br:1][C:2]1[CH:11]=[C:10]2[C:5]([C:6]([CH:16]=[O:17])=[CH:7][C:8](=[O:15])[N:9]2[CH:12]2[CH2:14][CH2:13]2)=[CH:4][CH:3]=1.[BH4-].[Na+]. Product: [Br:1][C:2]1[CH:11]=[C:10]2[C:5]([C:6]([CH2:16][OH:17])=[CH:7][C:8](=[O:15])[N:9]2[CH:12]2[CH2:14][CH2:13]2)=[CH:4][CH:3]=1. The catalyst class is: 5. (2) Reactant: [N:1]1[C:10]2[C:5](=[CH:6][CH:7]=[CH:8][CH:9]=2)[CH:4]=[CH:3][C:2]=1[N:11]1[CH2:16][C@@H:15]2[CH2:17][C@H:12]1[CH2:13][NH:14]2.[CH2:18]=O. Product: [NH3:1].[N:1]1[C:10]2[C:5](=[CH:6][CH:7]=[CH:8][CH:9]=2)[CH:4]=[CH:3][C:2]=1[N:11]1[CH2:16][C@@H:15]2[CH2:17][C@H:12]1[CH2:13][N:14]2[CH3:18]. The catalyst class is: 106. (3) Reactant: [CH3:1][O:2][C:3]1[CH:4]=[C:5]2[C:10](=[CH:11][C:12]=1[O:13][CH3:14])[N:9]=[CH:8][CH:7]=[C:6]2[O:15][C:16]1[C:22]([CH3:23])=[CH:21][C:19]([NH2:20])=[C:18]([CH3:24])[CH:17]=1.C1(C)C=CC=CC=1.C(N(CC)CC)C.Cl[C:40](Cl)([O:42][C:43](=[O:49])OC(Cl)(Cl)Cl)Cl.[CH3:51][C:52]1[CH:57]=[CH:56][C:55]([CH3:58])=[CH:54][C:53]=1[S:59][CH2:60]CO. The catalyst class is: 2. Product: [CH3:1][O:2][C:3]1[CH:4]=[C:5]2[C:10](=[CH:11][C:12]=1[O:13][CH3:14])[N:9]=[CH:8][CH:7]=[C:6]2[O:15][C:16]1[C:22]([CH3:23])=[CH:21][C:19]([NH:20][C:43](=[O:49])[O:42][CH2:40][CH2:60][S:59][C:53]2[CH:54]=[C:55]([CH3:58])[CH:56]=[CH:57][C:52]=2[CH3:51])=[C:18]([CH3:24])[CH:17]=1. (4) Reactant: [OH:1][C:2]1[C:3]([C:18](=O)[CH3:19])=[N:4][N:5]([CH3:17])[C:6]=1[C:7]1[CH:12]=[CH:11][C:10]([C:13]([F:16])([F:15])[F:14])=[CH:9][CH:8]=1.[CH3:21][O:22][CH2:23][CH2:24][NH:25][C:26]([C:28]1[S:29][C:30]([C:33]([NH:35][NH2:36])=[O:34])=[CH:31][CH:32]=1)=[O:27].Cl.O. Product: [CH3:21][O:22][CH2:23][CH2:24][NH:25][C:26]([C:28]1[S:29][C:30]([C:33]([NH:35][N:36]=[C:18]([C:3]2[C:2]([OH:1])=[C:6]([C:7]3[CH:12]=[CH:11][C:10]([C:13]([F:16])([F:15])[F:14])=[CH:9][CH:8]=3)[N:5]([CH3:17])[N:4]=2)[CH3:19])=[O:34])=[CH:31][CH:32]=1)=[O:27]. The catalyst class is: 9. (5) Reactant: ClCCl.[NH:4]1[CH2:7][CH:6]([N:8]2[CH2:13][CH2:12][C@H:11]([N:14]([C:16](=[O:34])[C:17]([C:20]3[CH:25]=[C:24]([C:26]([F:29])([F:28])[F:27])[CH:23]=[C:22]([C:30]([F:33])([F:32])[F:31])[CH:21]=3)([CH3:19])[CH3:18])[CH3:15])[C@@H:10]([C:35]3[CH:40]=[CH:39][C:38]([F:41])=[CH:37][C:36]=3[CH3:42])[CH2:9]2)[CH2:5]1.C(N(CC)CC)C.[C:50](Cl)(=[O:52])[CH3:51]. Product: [C:50]([N:4]1[CH2:5][CH:6]([N:8]2[CH2:13][CH2:12][C@H:11]([N:14]([C:16](=[O:34])[C:17]([C:20]3[CH:25]=[C:24]([C:26]([F:28])([F:27])[F:29])[CH:23]=[C:22]([C:30]([F:33])([F:31])[F:32])[CH:21]=3)([CH3:19])[CH3:18])[CH3:15])[C@@H:10]([C:35]3[CH:40]=[CH:39][C:38]([F:41])=[CH:37][C:36]=3[CH3:42])[CH2:9]2)[CH2:7]1)(=[O:52])[CH3:51]. The catalyst class is: 408. (6) Reactant: [C:1]([NH:6][C:7]1[C:8]2[N:9]=[CH:10][N:11]([C:43]=2[N:44]=[CH:45][N:46]=1)[C@:12]1(C(C2C=CC=CC=2)(C2C=CC=CC=2)C2C=CC=CC=2)[O:23][C@H:18]([CH2:19][O:20]OC)[C@@H:16]([OH:17])[C@H:13]1[O:14][CH3:15])(=[O:5])[CH2:2][CH2:3][CH3:4].[C:47](Cl)(=[O:54])[C:48]1[CH:53]=[CH:52][CH:51]=[CH:50][CH:49]=1. Product: [C:47]([O:17][C@@H:16]1[C@@H:18]([CH2:19][OH:20])[O:23][C@@H:12]([N:11]2[C:43]3[N:44]=[CH:45][N:46]=[C:7]([NH:6][C:1](=[O:5])[CH2:2][CH2:3][CH3:4])[C:8]=3[N:9]=[CH:10]2)[C@@H:13]1[O:14][CH3:15])(=[O:54])[C:48]1[CH:53]=[CH:52][CH:51]=[CH:50][CH:49]=1. The catalyst class is: 17.